From a dataset of Full USPTO retrosynthesis dataset with 1.9M reactions from patents (1976-2016). Predict the reactants needed to synthesize the given product. (1) Given the product [Br:1][C:2]1[C:7]([CH2:8][Br:17])=[CH:6][N:5]=[C:4]([Cl:9])[CH:3]=1, predict the reactants needed to synthesize it. The reactants are: [Br:1][C:2]1[C:7]([CH3:8])=[CH:6][N:5]=[C:4]([Cl:9])[CH:3]=1.C1C(=O)N([Br:17])C(=O)C1. (2) Given the product [CH3:1][O:2][C:3]1[CH:4]=[C:5]([C:9](=[O:13])[CH2:10][C:11](=[NH:12])[NH:14][C:15]2[CH:20]=[CH:19][CH:18]=[CH:17][CH:16]=2)[CH:6]=[CH:7][CH:8]=1, predict the reactants needed to synthesize it. The reactants are: [CH3:1][O:2][C:3]1[CH:4]=[C:5]([C:9](=[O:13])[CH2:10][C:11]#[N:12])[CH:6]=[CH:7][CH:8]=1.[NH2:14][C:15]1[CH:20]=[CH:19][CH:18]=[CH:17][CH:16]=1. (3) Given the product [Br:31][C:17]1[CH:16]=[C:15]([C:24]2[CH:29]=[CH:28][C:27]([F:30])=[CH:26][CH:25]=2)[C:14]2[C:23]3=[C:22]4[C:11]([CH:10]=[CH:9][C:8]([C:5]5[CH:6]=[CH:7][C:2]([F:1])=[CH:3][CH:4]=5)=[C:21]4[CH:20]=[CH:19][C:18]=13)=[CH:12][CH:13]=2, predict the reactants needed to synthesize it. The reactants are: [F:1][C:2]1[CH:7]=[CH:6][C:5]([C:8]2[C:21]3[C:22]4=[C:23]5[C:18](=[CH:19][CH:20]=3)[CH:17]=[CH:16][C:15]([C:24]3[CH:29]=[CH:28][C:27]([F:30])=[CH:26][CH:25]=3)=[C:14]5[CH:13]=[CH:12][C:11]4=[CH:10][CH:9]=2)=[CH:4][CH:3]=1.[Br:31]N1C(=O)CCC1=O. (4) Given the product [CH2:29]([S:26]([N:23]1[CH2:22][CH2:21][CH:20]([C:11]2[C:10]3[C:14](=[C:15]([C:17]([NH2:19])=[O:18])[CH:16]=[C:8]([C:5]4[CH:4]=[C:3]([CH2:1][N:37]([CH2:36][CH2:35][S:34][CH2:32][CH3:33])[CH3:38])[S:7][CH:6]=4)[CH:9]=3)[NH:13][CH:12]=2)[CH2:25][CH2:24]1)(=[O:27])=[O:28])[CH3:30], predict the reactants needed to synthesize it. The reactants are: [CH:1]([C:3]1[S:7][CH:6]=[C:5]([C:8]2[CH:9]=[C:10]3[C:14](=[C:15]([C:17]([NH2:19])=[O:18])[CH:16]=2)[NH:13][CH:12]=[C:11]3[CH:20]2[CH2:25][CH2:24][N:23]([S:26]([CH:29](C)[CH3:30])(=[O:28])=[O:27])[CH2:22][CH2:21]2)[CH:4]=1)=O.[CH2:32]([S:34][CH2:35][CH2:36][NH2:37])[CH3:33].[C:38](O[BH-](OC(=O)C)OC(=O)C)(=O)C.[Na+].C([BH3-])#N.[Na+].C=O. (5) Given the product [CH3:43][O:42][C:40]([N:14]1[C:13]([C:10]2[CH:11]=[CH:12][C:7]([C:6]([O:5][C:1]([CH3:4])([CH3:2])[CH3:3])=[O:28])=[C:8]([CH3:27])[CH:9]=2)=[CH:17][C:16]([C:19]2[CH:20]=[C:21]([Cl:26])[CH:22]=[C:23]([Cl:25])[CH:24]=2)([CH3:18])[O:15]1)=[O:41], predict the reactants needed to synthesize it. The reactants are: [C:1]([O:5][C:6](=[O:28])[C:7]1[CH:12]=[CH:11][C:10]([C:13]2[CH2:17][C:16]([C:19]3[CH:24]=[C:23]([Cl:25])[CH:22]=[C:21]([Cl:26])[CH:20]=3)([CH3:18])[O:15][N:14]=2)=[CH:9][C:8]=1[CH3:27])([CH3:4])([CH3:3])[CH3:2].C[Si](C)(C)N[Si](C)(C)C.[Li].Cl[C:40]([O:42][CH3:43])=[O:41]. (6) Given the product [CH:9]1([NH:8][C:5]2[N:4]=[CH:3][C:2]([C:17]#[C:16][Si:13]([CH3:15])([CH3:14])[CH3:12])=[CH:7][N:6]=2)[CH2:11][CH2:10]1, predict the reactants needed to synthesize it. The reactants are: Br[C:2]1[CH:3]=[N:4][C:5]([NH:8][CH:9]2[CH2:11][CH2:10]2)=[N:6][CH:7]=1.[CH3:12][Si:13]([C:16]#[CH:17])([CH3:15])[CH3:14].CCN(C(C)C)C(C)C.CN(C=O)C. (7) The reactants are: [C:1]([C:5]1[N-:6][C:7]([C:15]([CH3:19])([CH3:18])[CH2:16][CH3:17])=[C:8]([C:10]([CH3:14])([CH3:13])[CH2:11][CH3:12])[N:9]=1)([CH3:4])([CH3:3])[CH3:2].[K+].[Cl-].CC1[C-](C)C(C)=C(C)C=1C.[Ru+2:32]. Given the product [C:1]([C:5]1[N-:9][C:8]([C:10]([CH3:13])([CH3:14])[CH2:11][CH3:12])=[C:7]([C:15]([CH3:19])([CH3:18])[CH2:16][CH3:17])[N:6]=1)([CH3:4])([CH3:3])[CH3:2].[Ru+3:32].[C:1]([C:5]1[N-:9][C:8]([C:10]([CH3:13])([CH3:14])[CH2:11][CH3:12])=[C:7]([C:15]([CH3:19])([CH3:18])[CH2:16][CH3:17])[N:6]=1)([CH3:4])([CH3:3])[CH3:2].[C:1]([C:5]1[N-:9][C:8]([C:10]([CH3:13])([CH3:14])[CH2:11][CH3:12])=[C:7]([C:15]([CH3:19])([CH3:18])[CH2:16][CH3:17])[N:6]=1)([CH3:4])([CH3:3])[CH3:2], predict the reactants needed to synthesize it. (8) Given the product [F:36][C:2]1([F:1])[O:6][C:5]2[CH:7]=[CH:8][C:9]([C:11]3([C:14]([NH:16][C:17]4[N:22]=[C:21]([C:23]5[CH:24]=[N:25][C:26]([O:33][CH3:34])=[C:27]([C:29]([OH:31])=[O:30])[CH:28]=5)[C:20]([CH3:35])=[CH:19][CH:18]=4)=[O:15])[CH2:13][CH2:12]3)=[CH:10][C:4]=2[O:3]1, predict the reactants needed to synthesize it. The reactants are: [F:1][C:2]1([F:36])[O:6][C:5]2[CH:7]=[CH:8][C:9]([C:11]3([C:14]([NH:16][C:17]4[N:22]=[C:21]([C:23]5[CH:24]=[N:25][C:26]([O:33][CH3:34])=[C:27]([C:29]([O:31]C)=[O:30])[CH:28]=5)[C:20]([CH3:35])=[CH:19][CH:18]=4)=[O:15])[CH2:13][CH2:12]3)=[CH:10][C:4]=2[O:3]1.[OH-].[Li+]. (9) Given the product [F:22][C:23]1[CH:30]=[C:29]([F:31])[CH:28]=[CH:27][C:24]=1[CH2:25][O:1][C:2]1[CH:15]=[CH:14][C:5]2[C@H:6]([CH2:9][C:10]([OH:12])=[O:11])[CH2:7][O:8][C:4]=2[CH:3]=1, predict the reactants needed to synthesize it. The reactants are: [OH:1][C:2]1[CH:15]=[CH:14][C:5]2[C@H:6]([CH2:9][C:10]([O:12]C)=[O:11])[CH2:7][O:8][C:4]=2[CH:3]=1.C([O-])([O-])=O.[K+].[K+].[F:22][C:23]1[CH:30]=[C:29]([F:31])[CH:28]=[CH:27][C:24]=1[CH2:25]Cl.O. (10) Given the product [S:1]([C:4]1[CH:10]=[CH:9][C:7]([CH3:8])=[CH:6][CH:5]=1)([O:17][CH2:12][CH2:13][C:14]([CH3:16])=[CH2:15])(=[O:3])=[O:2], predict the reactants needed to synthesize it. The reactants are: [S:1](Cl)([C:4]1[CH:10]=[CH:9][C:7]([CH3:8])=[CH:6][CH:5]=1)(=[O:3])=[O:2].[CH:12]([OH:17])=[CH:13][CH:14]([CH3:16])[CH3:15].CCCCCC.